Dataset: Forward reaction prediction with 1.9M reactions from USPTO patents (1976-2016). Task: Predict the product of the given reaction. (1) Given the reactants [CH3:1][O:2][C:3](=[O:55])[C@@H:4]([NH:20][C:21]([C@@H:23]1[CH2:36][C:35]2[CH:34]=[C:33]3[C:28]([O:29][C@@H:30]([C:39]4[CH:44]=[CH:43][C:42]([OH:45])=[CH:41][CH:40]=4)[C:31](=[O:38])[N:32]3[CH3:37])=[CH:27][C:26]=2[CH2:25][N:24]1[C@H:46]([C:49]1[CH:54]=[CH:53][CH:52]=[CH:51][CH:50]=1)[CH2:47][CH3:48])=[O:22])[CH2:5][C:6]1[CH:11]=[CH:10][C:9]([C:12]2[CH:17]=[CH:16][C:15]([C:18]#[N:19])=[CH:14][CH:13]=2)=[CH:8][CH:7]=1.[Cl:56][C:57]1[CH:58]=[C:59]([CH:62]=[CH:63][C:64]=1[Cl:65])[CH2:60]Br.C(=O)([O-])[O-].[K+].[K+].C(=O)(O)[O-].[Na+], predict the reaction product. The product is: [CH3:1][O:2][C:3](=[O:55])[C@@H:4]([NH:20][C:21]([C@@H:23]1[CH2:36][C:35]2[CH:34]=[C:33]3[C:28]([O:29][C@@H:30]([C:39]4[CH:40]=[CH:41][C:42]([O:45][CH2:60][C:59]5[CH:62]=[CH:63][C:64]([Cl:65])=[C:57]([Cl:56])[CH:58]=5)=[CH:43][CH:44]=4)[C:31](=[O:38])[N:32]3[CH3:37])=[CH:27][C:26]=2[CH2:25][N:24]1[C@H:46]([C:49]1[CH:50]=[CH:51][CH:52]=[CH:53][CH:54]=1)[CH2:47][CH3:48])=[O:22])[CH2:5][C:6]1[CH:11]=[CH:10][C:9]([C:12]2[CH:13]=[CH:14][C:15]([C:18]#[N:19])=[CH:16][CH:17]=2)=[CH:8][CH:7]=1. (2) Given the reactants [CH2:1]([O:5][C:6]1[C:15]2[C:10](=[CH:11][CH:12]=[C:13]([C:16]([O:18]C)=[O:17])[CH:14]=2)[C:9](=[O:20])[N:8]([CH2:21][CH:22]([CH3:24])[CH3:23])[C:7]=1[CH2:25][NH:26][C:27]([O:29][C:30]([CH3:33])([CH3:32])[CH3:31])=[O:28])[CH2:2][CH2:3][CH3:4].CO.[OH-].[Na+].Cl, predict the reaction product. The product is: [CH2:1]([O:5][C:6]1[C:15]2[C:10](=[CH:11][CH:12]=[C:13]([C:16]([OH:18])=[O:17])[CH:14]=2)[C:9](=[O:20])[N:8]([CH2:21][CH:22]([CH3:23])[CH3:24])[C:7]=1[CH2:25][NH:26][C:27]([O:29][C:30]([CH3:33])([CH3:32])[CH3:31])=[O:28])[CH2:2][CH2:3][CH3:4]. (3) Given the reactants [NH2:1][C:2]1[S:6][C:5]([O:7][C:8]2[CH:9]=[C:10]([CH3:25])[C:11]3[CH:15]([CH:16]([CH3:22])[C:17]([O:19]CC)=[O:18])[O:14][B:13]([OH:23])[C:12]=3[CH:24]=2)=[N:4][N:3]=1.O.[OH-].[Li+], predict the reaction product. The product is: [NH2:1][C:2]1[S:6][C:5]([O:7][C:8]2[CH:9]=[C:10]([CH3:25])[C:11]3[CH:15]([CH:16]([CH3:22])[C:17]([OH:19])=[O:18])[O:14][B:13]([OH:23])[C:12]=3[CH:24]=2)=[N:4][N:3]=1.